This data is from Reaction yield outcomes from USPTO patents with 853,638 reactions. The task is: Predict the reaction yield, written as a fraction of the theoretical maximum amount of product (1.0 means a 100% yield; for example, 0.34 means a 34% yield). (1) The reactants are [I:1][C:2]1[CH:3]=[CH:4][C:5]2[NH:6][C:7]3[C:12]([C:13]=2[CH:14]=1)=[CH:11][C:10]([I:15])=[CH:9][CH:8]=3.Br[CH2:17][CH2:18][CH2:19][CH2:20][CH2:21][CH2:22][CH2:23][CH2:24][CH2:25][CH2:26][CH2:27][OH:28].C([O-])([O-])=O.[K+].[K+].O. The catalyst is CN(C=O)C. The product is [I:15][C:10]1[CH:9]=[CH:8][C:7]2[N:6]([CH2:17][CH2:18][CH2:19][CH2:20][CH2:21][CH2:22][CH2:23][CH2:24][CH2:25][CH2:26][CH2:27][OH:28])[C:5]3[C:13]([C:12]=2[CH:11]=1)=[CH:14][C:2]([I:1])=[CH:3][CH:4]=3. The yield is 0.879. (2) The reactants are [NH:1]1[C:9]2[C:4](=[CH:5][CH:6]=[CH:7][CH:8]=2)[C:3]2([C:13]3=[CH:14][C:15]4[O:19][CH2:18][O:17][C:16]=4[CH:20]=[C:12]3[O:11][CH2:10]2)[C:2]1=[O:21].C([O-])([O-])=O.[Cs+].[Cs+].[F:28][C:29]1[CH:36]=[CH:35][C:32]([CH2:33]Br)=[CH:31][CH:30]=1. The catalyst is C(C(C)=O)C. The product is [F:28][C:29]1[CH:36]=[CH:35][C:32]([CH2:33][N:1]2[C:9]3[C:4](=[CH:5][CH:6]=[CH:7][CH:8]=3)[C:3]3([C:13]4=[CH:14][C:15]5[O:19][CH2:18][O:17][C:16]=5[CH:20]=[C:12]4[O:11][CH2:10]3)[C:2]2=[O:21])=[CH:31][CH:30]=1. The yield is 0.500. (3) The reactants are [NH2:1][C:2]1[CH:11]=[CH:10][C:9]([N:12]([C:17]2[C:36]([CH:37]3[CH2:39][CH2:38]3)=[CH:35][C:20]3[C:21]([C:31](=[O:34])[NH:32][CH3:33])=[C:22]([C:24]4[CH:29]=[CH:28][C:27]([F:30])=[CH:26][CH:25]=4)[O:23][C:19]=3[CH:18]=2)[S:13]([CH3:16])(=[O:15])=[O:14])=[CH:8][C:3]=1[C:4]([O:6][CH3:7])=[O:5].C1C(=O)N([Cl:47])C(=O)C1. The catalyst is CC#N. The product is [NH2:1][C:2]1[C:11]([Cl:47])=[CH:10][C:9]([N:12]([C:17]2[C:36]([CH:37]3[CH2:39][CH2:38]3)=[CH:35][C:20]3[C:21]([C:31](=[O:34])[NH:32][CH3:33])=[C:22]([C:24]4[CH:25]=[CH:26][C:27]([F:30])=[CH:28][CH:29]=4)[O:23][C:19]=3[CH:18]=2)[S:13]([CH3:16])(=[O:15])=[O:14])=[CH:8][C:3]=1[C:4]([O:6][CH3:7])=[O:5]. The yield is 0.760. (4) The reactants are [CH2:1]([O:8][C:9]1[CH:14]=[CH:13][N:12]([C:15]2[CH:16]=[CH:17][C:18]3[C:19]4[CH2:28][NH:27][CH2:26][CH2:25][C:20]=4[N:21]([CH3:24])[C:22]=3[CH:23]=2)[C:11](=[O:29])[CH:10]=1)[C:2]1[CH:7]=[CH:6][CH:5]=[CH:4][CH:3]=1.[Cl:30][CH2:31][C:32](Cl)=[O:33]. The catalyst is C(Cl)Cl.C([O-])(O)=O.[Na+]. The product is [CH2:1]([O:8][C:9]1[CH:14]=[CH:13][N:12]([C:15]2[CH:16]=[CH:17][C:18]3[C:19]4[CH2:28][N:27]([C:32](=[O:33])[CH2:31][Cl:30])[CH2:26][CH2:25][C:20]=4[N:21]([CH3:24])[C:22]=3[CH:23]=2)[C:11](=[O:29])[CH:10]=1)[C:2]1[CH:3]=[CH:4][CH:5]=[CH:6][CH:7]=1. The yield is 0.970. (5) The catalyst is CO. The reactants are [CH3:1][O:2][C:3]1[C:8]([CH3:9])=[CH:7][C:6]2[C@:10]3([CH2:20][O:21][C:5]=2[CH:4]=1)[C:18]1[C:13](=[CH:14][CH:15]=[CH:16][CH:17]=1)[NH:12][C:11]3=[O:19].[CH3:22][N:23]1[CH2:28][CH2:27][NH:26][CH2:25][CH2:24]1.[CH2:29]=O. The product is [CH3:1][O:2][C:3]1[C:8]([CH3:9])=[CH:7][C:6]2[C@:10]3([CH2:20][O:21][C:5]=2[CH:4]=1)[C:18]1[C:13](=[CH:14][CH:15]=[CH:16][CH:17]=1)[N:12]([CH2:22][N:23]1[CH2:28][CH2:27][N:26]([CH3:29])[CH2:25][CH2:24]1)[C:11]3=[O:19]. The yield is 0.930. (6) The reactants are N([O-])=O.[Na+].[F:5][C:6]1[CH:7]=[C:8]([NH2:17])[CH:9]=[CH:10][C:11]=1[N:12]1[CH:16]=[N:15][CH:14]=[N:13]1.[N-:18]=[N+:19]=[N-].[Na+].C([O-])(=O)C.[Na+]. The catalyst is Cl.O.C(OCC)(=O)C. The product is [N:17]([C:8]1[CH:9]=[CH:10][C:11]([N:12]2[CH:16]=[N:15][CH:14]=[N:13]2)=[C:6]([F:5])[CH:7]=1)=[N+:18]=[N-:19]. The yield is 0.870.